Dataset: Catalyst prediction with 721,799 reactions and 888 catalyst types from USPTO. Task: Predict which catalyst facilitates the given reaction. (1) Reactant: [CH2:1]([N:3]([C:17]1[CH:22]=[C:21]([C:23]([F:26])([F:25])[F:24])[CH:20]=[C:19]([C:27]([O:29][CH3:30])=[O:28])[C:18]=1[CH3:31])[CH:4]1[CH2:9][CH2:8][N:7](C(OC(C)(C)C)=O)[CH2:6][CH2:5]1)[CH3:2].[C:32]([OH:38])([C:34]([F:37])([F:36])[F:35])=[O:33]. Product: [OH:38][C:32]([C:34]([F:37])([F:36])[F:35])=[O:33].[CH2:1]([N:3]([CH:4]1[CH2:9][CH2:8][NH:7][CH2:6][CH2:5]1)[C:17]1[C:18]([CH3:31])=[C:19]([CH:20]=[C:21]([C:23]([F:26])([F:25])[F:24])[CH:22]=1)[C:27]([O:29][CH3:30])=[O:28])[CH3:2]. The catalyst class is: 2. (2) Reactant: C([Li])CCC.CCCCCC.[C:12](#[N:14])[CH3:13].C[O:16][C:17]([C:19]1[CH:24]=[CH:23][C:22]([C@@H:25]2[O:30][CH2:29][CH2:28][N:27]([C:31]([O:33][C:34]([CH3:37])([CH3:36])[CH3:35])=[O:32])[CH2:26]2)=[CH:21][CH:20]=1)=O. Product: [C:12]([CH2:13][C:17]([C:19]1[CH:20]=[CH:21][C:22]([C@@H:25]2[O:30][CH2:29][CH2:28][N:27]([C:31]([O:33][C:34]([CH3:37])([CH3:36])[CH3:35])=[O:32])[CH2:26]2)=[CH:23][CH:24]=1)=[O:16])#[N:14]. The catalyst class is: 7. (3) Reactant: [C:1]([C:5]1[N:6]=[C:7]2[CH:12]=[CH:11][C:10]([C:13]([O:15][CH3:16])=[O:14])=[CH:9][N:8]2[CH:17]=1)([CH3:4])([CH3:3])[CH3:2].Cl. Product: [C:1]([C:5]1[N:6]=[C:7]2[CH2:12][CH2:11][CH:10]([C:13]([O:15][CH3:16])=[O:14])[CH2:9][N:8]2[CH:17]=1)([CH3:4])([CH3:2])[CH3:3]. The catalyst class is: 50. (4) Reactant: Cl.[O:2]1[CH2:6][CH2:5][C@H:4]([NH2:7])[CH2:3]1.[CH:8]1([C:12]2[C:17]([C:18]([O:20][CH3:21])=[O:19])=[CH:16][N:15]=[C:14](S(C)(=O)=O)[N:13]=2)[CH2:11][CH2:10][CH2:9]1.CCN(C(C)C)C(C)C. Product: [CH:8]1([C:12]2[C:17]([C:18]([O:20][CH3:21])=[O:19])=[CH:16][N:15]=[C:14]([NH:7][C@H:4]3[CH2:5][CH2:6][O:2][CH2:3]3)[N:13]=2)[CH2:9][CH2:10][CH2:11]1. The catalyst class is: 1. (5) Reactant: [Li]CCCC.[Cl:6][C:7]1[CH:12]=[C:11]([F:13])[CH:10]=[CH:9][C:8]=1[NH:14][C:15]([C:17]1[CH:21]=[CH:20][N:19]([S:22]([C:25]2[CH:30]=[CH:29][CH:28]=[CH:27][CH:26]=2)(=[O:24])=[O:23])[N:18]=1)=[O:16].[I:31]I. Product: [Cl:6][C:7]1[CH:12]=[C:11]([F:13])[CH:10]=[CH:9][C:8]=1[NH:14][C:15]([C:17]1[CH:21]=[C:20]([I:31])[N:19]([S:22]([C:25]2[CH:26]=[CH:27][CH:28]=[CH:29][CH:30]=2)(=[O:23])=[O:24])[N:18]=1)=[O:16]. The catalyst class is: 1. (6) Reactant: [O:1]1[C:5]2[CH:6]=[CH:7][C:8]([C:10]3[O:11][C:12]4[CH:21]=[CH:20][C:19]([NH:22][C:23](=[O:25])[CH3:24])=[CH:18][C:13]=4[C:14](=[O:17])[C:15]=3[OH:16])=[CH:9][C:4]=2[O:3][CH2:2]1. Product: [O:1]1[C:5]2[CH:6]=[CH:7][C:8]([C:10]3[O:11][C:12]4[CH:21]=[CH:20][C:19]([NH:22][C:23](=[O:25])[CH3:24])=[CH:18][C:13]=4[C:14](=[O:17])[C:15]=3[O:16][CH2:10][C:8]3[CH:9]=[CH:4][CH:5]=[CH:6][CH:7]=3)=[CH:9][C:4]=2[O:3][CH2:2]1. The catalyst class is: 147. (7) Reactant: C(=O)([O-])[O-].[K+].[K+].[CH3:7][O:8][CH2:9][CH2:10]Br.[F:12]C(F)(F)C(O)=O.[Cl:19][C:20]1[CH:21]=[C:22]([CH:43]=[CH:44][CH:45]=1)[N:23](F)[C:24]1[C:33]2[C:28](=[CH:29][C:30]([OH:41])=[CH:31][C:32]=2[O:34][CH:35]2[CH2:40][CH2:39][O:38][CH2:37][CH2:36]2)[N:27]=[CH:26][N:25]=1. Product: [Cl:19][C:20]1[CH:21]=[C:22]([CH:43]=[CH:44][C:45]=1[F:12])[NH:23][C:24]1[C:33]2[C:28](=[CH:29][C:30]([O:41][CH2:10][CH2:9][O:8][CH3:7])=[CH:31][C:32]=2[O:34][CH:35]2[CH2:40][CH2:39][O:38][CH2:37][CH2:36]2)[N:27]=[CH:26][N:25]=1. The catalyst class is: 3. (8) Reactant: I[C:2]1[CH:7]=[CH:6][CH:5]=[CH:4][C:3]=1[N:8]1[C:16]2[C:11](=[CH:12][CH:13]=[CH:14][CH:15]=2)[CH:10]=[N:9]1.[O:17]1[CH2:22][CH2:21][N:20]([C:23]2[C:24]([NH2:42])=[N:25][C:26]3[C:31]([CH:32]=2)=[CH:30][C:29](B2OC(C)(C)C(C)(C)O2)=[CH:28][CH:27]=3)[CH2:19][CH2:18]1.[O-]P([O-])([O-])=O.[K+].[K+].[K+]. Product: [N:8]1([C:3]2[CH:4]=[CH:5][CH:6]=[CH:7][C:2]=2[C:29]2[CH:30]=[C:31]3[C:26](=[CH:27][CH:28]=2)[N:25]=[C:24]([NH2:42])[C:23]([N:20]2[CH2:19][CH2:18][O:17][CH2:22][CH2:21]2)=[CH:32]3)[C:16]2[C:11](=[CH:12][CH:13]=[CH:14][CH:15]=2)[CH:10]=[N:9]1. The catalyst class is: 333. (9) Reactant: C(O)(=O)C.[NH:5]1[CH2:8][CH:7]([C:9]([O:11][C:12]([CH3:15])([CH3:14])[CH3:13])=[O:10])[CH2:6]1.[C:16]([C:18]1[CH:25]=[CH:24][C:21]([CH:22]=O)=[CH:20][CH:19]=1)#[N:17].C([BH3-])#N.[Na+]. Product: [C:16]([C:18]1[CH:25]=[CH:24][C:21]([CH2:22][N:5]2[CH2:6][CH:7]([C:9]([O:11][C:12]([CH3:15])([CH3:14])[CH3:13])=[O:10])[CH2:8]2)=[CH:20][CH:19]=1)#[N:17]. The catalyst class is: 5. (10) Reactant: C(O)C.[CH3:4][O:5][C:6]1[CH:15]=[C:14]2[C:9]([CH2:10][CH2:11][C@H:12]([NH2:16])[CH2:13]2)=[CH:8][CH:7]=1.[ClH:17]. Product: [ClH:17].[CH3:4][O:5][C:6]1[CH:15]=[C:14]2[C:9]([CH2:10][CH2:11][C@H:12]([NH2:16])[CH2:13]2)=[CH:8][CH:7]=1. The catalyst class is: 11.